From a dataset of Peptide-MHC class I binding affinity with 185,985 pairs from IEDB/IMGT. Regression. Given a peptide amino acid sequence and an MHC pseudo amino acid sequence, predict their binding affinity value. This is MHC class I binding data. (1) The peptide sequence is AFIDTIKSL. The MHC is HLA-A26:01 with pseudo-sequence HLA-A26:01. The binding affinity (normalized) is 0.0351. (2) The peptide sequence is YSKPWMAFF. The MHC is HLA-A29:02 with pseudo-sequence HLA-A29:02. The binding affinity (normalized) is 0.637. (3) The peptide sequence is ITIPIGLYL. The MHC is HLA-A69:01 with pseudo-sequence HLA-A69:01. The binding affinity (normalized) is 0.0847. (4) The peptide sequence is AVDADDSHF. The MHC is HLA-B27:03 with pseudo-sequence HLA-B27:03. The binding affinity (normalized) is 0.0847. (5) The peptide sequence is SPGDNSAKF. The MHC is HLA-A80:01 with pseudo-sequence HLA-A80:01. The binding affinity (normalized) is 0.0847. (6) The peptide sequence is PAHKSQLVW. The MHC is HLA-A30:01 with pseudo-sequence HLA-A30:01. The binding affinity (normalized) is 0.0847. (7) The peptide sequence is QKDINTPGY. The MHC is HLA-B35:01 with pseudo-sequence HLA-B35:01. The binding affinity (normalized) is 0.0847. (8) The peptide sequence is TFHGAKEI. The binding affinity (normalized) is 0.0969. The MHC is HLA-A24:02 with pseudo-sequence HLA-A24:02. (9) The peptide sequence is ILGGLILTTV. The MHC is H-2-Db with pseudo-sequence H-2-Db. The binding affinity (normalized) is 0.0111.